Dataset: Reaction yield outcomes from USPTO patents with 853,638 reactions. Task: Predict the reaction yield, written as a fraction of the theoretical maximum amount of product (1.0 means a 100% yield; for example, 0.34 means a 34% yield). (1) The reactants are Br[C:2]1[CH:7]=[CH:6][C:5]([C:8]2[CH:13]=[C:12]([C:14]#[CH:15])[CH:11]=[CH:10][N:9]=2)=[C:4]([N+:16]([O-:18])=[O:17])[CH:3]=1.C1(P(C2C=CC=CC=2)C2C=CC=CC=2)C=CC=CC=1.CCN(CC)CC.[C:45]1([C:51]#[CH:52])[CH:50]=[CH:49][CH:48]=[CH:47][CH:46]=1. The catalyst is C1COCC1.Cl[Pd](Cl)([P](C1C=CC=CC=1)(C1C=CC=CC=1)C1C=CC=CC=1)[P](C1C=CC=CC=1)(C1C=CC=CC=1)C1C=CC=CC=1.[Cu]I. The product is [C:51]([C:45]1[CH:46]=[CH:47][CH:48]=[C:49]([C:6]2[C:5]([C:8]3[CH:13]=[C:12]([C:14]#[CH:15])[CH:11]=[CH:10][N:9]=3)=[C:4]([N+:16]([O-:18])=[O:17])[CH:3]=[CH:2][CH:7]=2)[CH:50]=1)#[CH:52]. The yield is 0.690. (2) The reactants are [Cl:1][C:2]1[C:7]2[O:8][C:9]3[CH2:14][CH2:13][N:12]([C:15]([O:17][C:18]([CH3:21])([CH3:20])[CH3:19])=[O:16])[CH2:11][C:10]=3[C:6]=2[CH:5]=[C:4]([S:22](Cl)(=[O:24])=[O:23])[CH:3]=1.[NH:26]1[C:34]2[C:29](=[CH:30][CH:31]=[CH:32][CH:33]=2)[CH:28]=[CH:27]1. No catalyst specified. The product is [N:26]1([S:22]([C:4]2[CH:3]=[C:2]([Cl:1])[C:7]3[O:8][C:9]4[CH2:14][CH2:13][N:12]([C:15]([O:17][C:18]([CH3:21])([CH3:20])[CH3:19])=[O:16])[CH2:11][C:10]=4[C:6]=3[CH:5]=2)(=[O:24])=[O:23])[C:34]2[C:29](=[CH:30][CH:31]=[CH:32][CH:33]=2)[CH:28]=[CH:27]1. The yield is 0.450. (3) The reactants are [Cl:1][C:2]1[CH:3]=[C:4]2[C:9](=[CH:10][C:11]=1[O:12][C:13]1[CH:21]=[CH:20][C:16]([C:17]([OH:19])=O)=[CH:15][CH:14]=1)[O:8][CH2:7][CH2:6][CH:5]2[C:22]([O:24][CH2:25][CH3:26])=[O:23].[C:27]1([CH:33]2[CH2:38][CH2:37][CH2:36][CH:35]([NH2:39])[CH2:34]2)[CH:32]=[CH:31][CH:30]=[CH:29][CH:28]=1.Cl.C(N=C=NCCCN(C)C)C. The catalyst is CN(C)C1C=CN=CC=1.CN(C=O)C.CCOC(C)=O. The product is [Cl:1][C:2]1[CH:3]=[C:4]2[C:9](=[CH:10][C:11]=1[O:12][C:13]1[CH:14]=[CH:15][C:16]([C:17](=[O:19])[NH:39][CH:35]3[CH2:36][CH2:37][CH2:38][CH:33]([C:27]4[CH:32]=[CH:31][CH:30]=[CH:29][CH:28]=4)[CH2:34]3)=[CH:20][CH:21]=1)[O:8][CH2:7][CH2:6][CH:5]2[C:22]([O:24][CH2:25][CH3:26])=[O:23]. The yield is 0.487. (4) The reactants are [F:1][C:2]([F:16])([F:15])[O:3][C:4]1[CH:5]=[C:6]2[C:11](=[C:12]([NH2:14])[CH:13]=1)[N:10]=[CH:9][CH:8]=[CH:7]2.[C:17]([C:19]1[N:24]=[CH:23][C:22]([S:25](Cl)(=[O:27])=[O:26])=[CH:21][CH:20]=1)#[N:18].N1C=CC=CC=1. The catalyst is CN(C1C=CN=CC=1)C.C(Cl)Cl. The product is [F:16][C:2]([F:1])([F:15])[O:3][C:4]1[CH:5]=[C:6]2[C:11](=[C:12]([NH:14][S:25]([C:22]3[CH:23]=[N:24][C:19]([C:17]#[N:18])=[CH:20][CH:21]=3)(=[O:26])=[O:27])[CH:13]=1)[N:10]=[CH:9][CH:8]=[CH:7]2. The yield is 0.350. (5) The reactants are [Cl:1][C:2]1[CH:3]=[C:4]([C:8]([CH3:15])([CH3:14])[C:9](=O)[C:10]([OH:12])=[O:11])[CH:5]=[CH:6][CH:7]=1.[CH3:16][NH2:17]. The catalyst is O1CCCC1. The product is [Cl:1][C:2]1[CH:3]=[C:4]([CH:5]=[CH:6][CH:7]=1)[C:8]([CH3:15])([CH3:14])[C@@H:9]([C:10]([OH:12])=[O:11])[NH:17][CH3:16]. The yield is 0.330.